Task: Predict the reactants needed to synthesize the given product.. Dataset: Full USPTO retrosynthesis dataset with 1.9M reactions from patents (1976-2016) (1) Given the product [Br:15][C:16]1[CH:17]=[C:18]([CH2:44][C:45]([OH:47])=[O:46])[CH:19]=[C:20]([Br:43])[C:21]=1[O:22][C:23]1[CH:28]=[C:27]([CH:29]([CH3:31])[CH3:30])[C:26]([O:32][CH3:33])=[CH:25][C:24]=1[CH:34]([O:42][C:6]1[CH:7]=[CH:8][C:3]([O:2][CH3:1])=[CH:4][CH:5]=1)[C:35]1[CH:40]=[CH:39][CH:38]=[C:37]([CH3:41])[CH:36]=1, predict the reactants needed to synthesize it. The reactants are: [CH3:1][O:2][C:3]1[CH:8]=[CH:7][C:6](O)=[CH:5][CH:4]=1.O.O.[Sn](Cl)Cl.[Br:15][C:16]1[CH:17]=[C:18]([CH2:44][C:45]([OH:47])=[O:46])[CH:19]=[C:20]([Br:43])[C:21]=1[O:22][C:23]1[CH:28]=[C:27]([CH:29]([CH3:31])[CH3:30])[C:26]([O:32][CH3:33])=[CH:25][C:24]=1[CH:34]([OH:42])[C:35]1[CH:40]=[CH:39][CH:38]=[C:37]([CH3:41])[CH:36]=1.O. (2) Given the product [C:1]([CH:10]([O:11][C:12](=[O:19])[C:13]1[CH:18]=[CH:17][CH:16]=[CH:15][CH:14]=1)[C:6]1[CH:5]=[N:4][CH:9]=[CH:8][CH:7]=1)#[N:2], predict the reactants needed to synthesize it. The reactants are: [C-:1]#[N:2].[Na+].[N:4]1[CH:9]=[CH:8][CH:7]=[C:6]([CH:10]=[O:11])[CH:5]=1.[C:12](Cl)(=[O:19])[C:13]1[CH:18]=[CH:17][CH:16]=[CH:15][CH:14]=1. (3) The reactants are: [OH:1][CH2:2][C:3]1[N:8]=[C:7](/[CH:9]=[CH:10]/[C:11]([O:13][C:14]([CH3:17])([CH3:16])[CH3:15])=[O:12])[CH:6]=[CH:5][CH:4]=1. Given the product [OH:1][CH2:2][C:3]1[N:8]=[C:7]([CH2:9][CH2:10][C:11]([O:13][C:14]([CH3:17])([CH3:16])[CH3:15])=[O:12])[CH:6]=[CH:5][CH:4]=1, predict the reactants needed to synthesize it. (4) Given the product [F:20][CH:5]1[C:4](=[O:3])[CH2:9][CH2:8][N:7]([C:10]([O:12][C:13]([CH3:16])([CH3:15])[CH3:14])=[O:11])[CH2:6]1, predict the reactants needed to synthesize it. The reactants are: C[Si](C)(C)[O:3][C:4]1[CH2:5][CH2:6][N:7]([C:10]([O:12][C:13]([CH3:16])([CH3:15])[CH3:14])=[O:11])[CH2:8][CH:9]=1.[B-](F)(F)(F)[F:20].[B-](F)(F)(F)F.C1[N+]2(CCl)CC[N+](F)(CC2)C1. (5) Given the product [C:10]([NH:14][C:15](=[O:23])[C:16]1[C:21]([C:5]2[CH:6]=[CH:7][C:2]([F:1])=[CH:3][CH:4]=2)=[CH:20][C:19]([Cl:22])=[N:18][CH:17]=1)([CH3:13])([CH3:11])[CH3:12], predict the reactants needed to synthesize it. The reactants are: [F:1][C:2]1[CH:7]=[CH:6][C:5]([Mg]Cl)=[CH:4][CH:3]=1.[C:10]([NH:14][C:15](=[O:23])[C:16]1[CH:21]=[CH:20][C:19]([Cl:22])=[N:18][CH:17]=1)([CH3:13])([CH3:12])[CH3:11].CO.ClC1C(=O)C(C#N)=C(C#N)C(=O)C=1Cl. (6) The reactants are: C(O)C.[OH:4][C@@:5]([C:38]1[CH:47]=[CH:46][C:45]2[C:40](=[CH:41][CH:42]=[C:43]([C:48]([NH:50][CH3:51])=[O:49])[CH:44]=2)[CH:39]=1)([C:14]1[N:15]=[CH:16][N:17]([C:19]([C:32]2[CH:37]=[CH:36][CH:35]=[CH:34][CH:33]=2)([C:26]2[CH:31]=[CH:30][CH:29]=[CH:28][CH:27]=2)[C:20]2[CH:25]=[CH:24][CH:23]=[CH:22][CH:21]=2)[CH:18]=1)[CH2:6][C:7]([O:9][C:10](C)(C)[CH3:11])=[O:8].Cl.[Cl-].[Na+]. Given the product [OH:4][C@@:5]([C:38]1[CH:47]=[CH:46][C:45]2[C:40](=[CH:41][CH:42]=[C:43]([C:48]([NH:50][CH3:51])=[O:49])[CH:44]=2)[CH:39]=1)([C:14]1[N:15]=[CH:16][N:17]([C:19]([C:26]2[CH:31]=[CH:30][CH:29]=[CH:28][CH:27]=2)([C:32]2[CH:37]=[CH:36][CH:35]=[CH:34][CH:33]=2)[C:20]2[CH:25]=[CH:24][CH:23]=[CH:22][CH:21]=2)[CH:18]=1)[CH2:6][C:7]([O:9][CH2:10][CH3:11])=[O:8], predict the reactants needed to synthesize it. (7) Given the product [Cl:1][C:2]1[CH:3]=[CH:4][C:5]([O:25][CH2:35][C:34]2[C:33]([F:32])=[CH:40][CH:39]=[CH:38][C:37]=2[F:41])=[C:6]([CH2:8][N:9]2[CH:13]=[CH:12][C:11]([C:14]([NH:16][C:17]3[C:18]([F:24])=[CH:19][CH:20]=[CH:21][C:22]=3[F:23])=[O:15])=[N:10]2)[CH:7]=1, predict the reactants needed to synthesize it. The reactants are: [Cl:1][C:2]1[CH:3]=[CH:4][C:5]([OH:25])=[C:6]([CH2:8][N:9]2[CH:13]=[CH:12][C:11]([C:14]([NH:16][C:17]3[C:22]([F:23])=[CH:21][CH:20]=[CH:19][C:18]=3[F:24])=[O:15])=[N:10]2)[CH:7]=1.C(=O)([O-])[O-].[K+].[K+].[F:32][C:33]1[CH:40]=[CH:39][CH:38]=[C:37]([F:41])[C:34]=1[CH2:35]Br. (8) Given the product [CH:1]1([C:4]2[N:9]=[C:8]([C:10]3[C:18]4[C:13](=[CH:14][CH:15]=[C:16]([C:19]5[O:20][C:23]([NH:25][C:26]6[CH:31]=[CH:30][CH:29]=[CH:28][CH:27]=6)=[N:22][N:21]=5)[CH:17]=4)[NH:12][CH:11]=3)[CH:7]=[N:6][CH:5]=2)[CH2:3][CH2:2]1, predict the reactants needed to synthesize it. The reactants are: [CH:1]1([C:4]2[N:9]=[C:8]([C:10]3[C:18]4[C:13](=[CH:14][CH:15]=[C:16]([C:19]([NH:21][NH:22][C:23]([NH:25][C:26]5[CH:31]=[CH:30][CH:29]=[CH:28][CH:27]=5)=O)=[O:20])[CH:17]=4)[NH:12][CH:11]=3)[CH:7]=[N:6][CH:5]=2)[CH2:3][CH2:2]1.P(Cl)(Cl)(Cl)=O. (9) Given the product [Cl-:11].[CH3:34][C:3]1[CH:8]=[C:7]([CH:9]([P+:18]([C:12]2[CH:13]=[CH:14][CH:15]=[CH:16][CH:17]=2)([C:19]2[CH:24]=[CH:23][CH:22]=[CH:21][CH:20]=2)[C:25]2[CH:26]=[CH:27][CH:28]=[CH:29][CH:30]=2)[CH3:10])[CH:6]=[N:5][CH:4]=1, predict the reactants needed to synthesize it. The reactants are: Cl.Br[C:3]1[CH:4]=[N:5][CH:6]=[C:7]([CH:9]([Cl:11])[CH3:10])[CH:8]=1.[C:12]1([P:18]([C:25]2[CH:30]=[CH:29][CH:28]=[CH:27][CH:26]=2)[C:19]2[CH:24]=[CH:23][CH:22]=[CH:21][CH:20]=2)[CH:17]=[CH:16][CH:15]=[CH:14][CH:13]=1.[Br-].[Li+].O1CCOC[CH2:34]1.